Dataset: Forward reaction prediction with 1.9M reactions from USPTO patents (1976-2016). Task: Predict the product of the given reaction. (1) Given the reactants [NH2:1][C@H:2]([C:5]([OH:7])=[O:6])[CH2:3][OH:4].FC(F)(F)C(O)=O.[C:15](Cl)(=[O:18])[CH2:16][CH3:17], predict the reaction product. The product is: [C:15]([O:4][CH2:3][C@@H:2]([C:5]([OH:7])=[O:6])[NH2:1])(=[O:18])[CH2:16][CH3:17]. (2) Given the reactants Cl.Cl.Cl.[O:4]1[C:8]2=[C:9]([N:13]3[CH2:18][CH2:17][N:16]([CH2:19][CH2:20][C@H:21]4[CH2:26][CH2:25][C@H:24]([NH2:27])[CH2:23][CH2:22]4)[CH2:15][CH2:14]3)[N:10]=[CH:11][CH:12]=[C:7]2[CH2:6][CH2:5]1.[CH3:28][C:29]([CH3:34])=[CH:30][C:31](O)=[O:32], predict the reaction product. The product is: [O:4]1[C:8]2=[C:9]([N:13]3[CH2:18][CH2:17][N:16]([CH2:19][CH2:20][C@H:21]4[CH2:26][CH2:25][C@H:24]([NH:27][C:31](=[O:32])[CH:30]=[C:29]([CH3:34])[CH3:28])[CH2:23][CH2:22]4)[CH2:15][CH2:14]3)[N:10]=[CH:11][CH:12]=[C:7]2[CH2:6][CH2:5]1. (3) Given the reactants [F:1][C:2]1[CH:7]=[C:6]([F:8])[CH:5]=[CH:4][C:3]=1[N:9]1[C:17](=[O:18])[C:16]2[C@H:15]3[C:19]([CH3:21])([CH3:20])[C@:12]([CH3:22])([CH2:13][CH2:14]3)[C:11]=2[NH:10]1.Cl[CH2:24][C:25]1[CH:26]=[CH:27][C:28]([O:31][CH3:32])=[N:29][CH:30]=1, predict the reaction product. The product is: [F:1][C:2]1[CH:7]=[C:6]([F:8])[CH:5]=[CH:4][C:3]=1[N:9]1[C:17](=[O:18])[C:16]2[C@H:15]3[C:19]([CH3:21])([CH3:20])[C@:12]([CH3:22])([CH2:13][CH2:14]3)[C:11]=2[N:10]1[CH2:24][C:25]1[CH:30]=[N:29][C:28]([O:31][CH3:32])=[CH:27][CH:26]=1. (4) Given the reactants [ClH:1].C[O:3][C:4](=O)[CH2:5][C@H:6]([NH2:11])[C:7]([CH3:10])([CH3:9])[CH3:8].[OH-].[NH4+:14].O, predict the reaction product. The product is: [ClH:1].[NH2:11][C@H:6]([C:7]([CH3:10])([CH3:9])[CH3:8])[CH2:5][C:4]([NH2:14])=[O:3]. (5) Given the reactants [O:1]1[CH2:3][C@@H:2]1[CH2:4][N:5]1[C:13](=[O:14])[C:12]2[C:7](=[CH:8][CH:9]=[CH:10][CH:11]=2)[C:6]1=[O:15].OC(C)(C)[C:18]#[N:19].O, predict the reaction product. The product is: [O:15]=[C:6]1[C:7]2[C:12](=[CH:11][CH:10]=[CH:9][CH:8]=2)[C:13](=[O:14])[N:5]1[CH2:4][C@@H:2]([OH:1])[CH2:3][C:18]#[N:19]. (6) Given the reactants [NH:1]([C:3]([C@@H:5]1[CH2:9][CH2:8][CH2:7][N:6]1[C:10]([O:12][C:13]([CH3:16])([CH3:15])[CH3:14])=[O:11])=[O:4])[NH2:2].[CH3:17][O:18][C:19]1[CH:20]=[C:21]([CH:27]=[CH:28][C:29]=1[O:30][CH3:31])[O:22][CH2:23][C:24](O)=[O:25].C1C=CC2N(O)N=NC=2C=1.CCN=C=NCCCN(C)C.Cl, predict the reaction product. The product is: [CH3:17][O:18][C:19]1[CH:20]=[C:21]([CH:27]=[CH:28][C:29]=1[O:30][CH3:31])[O:22][CH2:23][C:24]([NH:2][NH:1][C:3]([C@@H:5]1[CH2:9][CH2:8][CH2:7][N:6]1[C:10]([O:12][C:13]([CH3:16])([CH3:15])[CH3:14])=[O:11])=[O:4])=[O:25]. (7) Given the reactants [CH3:1][O:2][C:3]([C:5]1[CH:10]=[C:9]([C:11](OC)=[O:12])[CH:8]=[C:7]([C:15](OC)=[O:16])[CH:6]=1)=[O:4].[H-].[Al+3].[Li+].[H-].[H-].[H-].O.[OH-].[Na+], predict the reaction product. The product is: [CH3:1][O:2][C:3](=[O:4])[C:5]1[CH:6]=[C:7]([CH2:15][OH:16])[CH:8]=[C:9]([CH2:11][OH:12])[CH:10]=1. (8) Given the reactants [CH3:1][C:2]1[C:19]([CH3:20])=[CH:18][C:5]2[NH:6][C:7]([C:9]3[C:13]4[CH2:14][NH:15][CH2:16][CH2:17][C:12]=4[NH:11][N:10]=3)=[N:8][C:4]=2[CH:3]=1.[CH2:21]([N:23]([CH2:27][CH3:28])[C:24](Cl)=[O:25])[CH3:22], predict the reaction product. The product is: [CH2:21]([N:23]([CH2:27][CH3:28])[C:24]([N:15]1[CH2:16][CH2:17][C:12]2[NH:11][N:10]=[C:9]([C:7]3[NH:6][C:5]4[CH:18]=[C:19]([CH3:20])[C:2]([CH3:1])=[CH:3][C:4]=4[N:8]=3)[C:13]=2[CH2:14]1)=[O:25])[CH3:22].